This data is from Forward reaction prediction with 1.9M reactions from USPTO patents (1976-2016). The task is: Predict the product of the given reaction. (1) The product is: [Br:13][C:14]1[CH:19]=[CH:18][C:17]([CH2:20][N:8]2[C:7](=[O:10])[C:3]3[C:2](=[N:1][CH:6]=[CH:5][CH:4]=3)[CH2:9]2)=[C:16]([F:22])[CH:15]=1. Given the reactants [N:1]1[CH:6]=[CH:5][CH:4]=[C:3]2[C:7](=[O:10])[NH:8][CH2:9][C:2]=12.[H-].[Na+].[Br:13][C:14]1[CH:19]=[CH:18][C:17]([CH2:20]Br)=[C:16]([F:22])[CH:15]=1.O, predict the reaction product. (2) Given the reactants [CH:1]1([C:7]2[CH:20]=[CH:19][C:10]([O:11][CH2:12][C@@H:13]3[O:17][C:16]([NH2:18])=[N:15][CH2:14]3)=[CH:9][CH:8]=2)[CH2:6][CH2:5][CH2:4][CH2:3][CH2:2]1, predict the reaction product. The product is: [CH:1]1([C:7]2[CH:20]=[CH:19][C:10]([O:11][CH2:12][C@@H:13]3[O:17][C:16]4=[N:18][C:10](=[O:11])[CH:9]=[CH:8][N:15]4[CH2:14]3)=[CH:9][CH:8]=2)[CH2:2][CH2:3][CH2:4][CH2:5][CH2:6]1. (3) The product is: [N:14]1[CH:15]=[CH:16][CH:17]=[CH:18][C:13]=1[NH:12][C:2]1[CH:3]=[C:4]([CH:9]=[CH:10][N:11]=1)[C:5]([O:7][CH3:8])=[O:6]. Given the reactants Cl[C:2]1[CH:3]=[C:4]([CH:9]=[CH:10][N:11]=1)[C:5]([O:7][CH3:8])=[O:6].[NH2:12][C:13]1[CH:18]=[CH:17][CH:16]=[CH:15][N:14]=1.P([O-])([O-])([O-])=O.[K+].[K+].[K+], predict the reaction product. (4) Given the reactants [C:1]([O:4][C:5]1[CH:6]=[C:7]2[C:12](=[CH:13][CH:14]=1)[N:11]=[CH:10][N:9]=[C:8]2Cl)(=[O:3])[CH3:2].Cl[C:17]1[CH:18]=[C:19]([C@H:24]([NH2:26])[CH3:25])[CH:20]=[CH:21][C:22]=1F, predict the reaction product. The product is: [C:19]1([C@H:24]([NH:26][C:8]2[C:7]3[C:12](=[CH:13][CH:14]=[C:5]([OH:4])[CH:6]=3)[N:11]=[CH:10][N:9]=2)[CH3:25])[CH:20]=[CH:21][CH:22]=[CH:17][CH:18]=1.[C:1]([O:4][C:5]1[CH:6]=[C:7]2[C:12](=[CH:13][CH:14]=1)[N:11]=[CH:10][N:9]=[C:8]2[NH:26][C@@H:24]([C:19]1[CH:20]=[CH:21][CH:22]=[CH:17][CH:18]=1)[CH3:25])(=[O:3])[CH3:2]. (5) Given the reactants [O:1]=[C:2]1[CH:7]([N:8]2[CH2:16][C:15]3[C:14]([C:17]#[N:18])=[CH:13][CH:12]=[CH:11][C:10]=3[C:9]2=[O:19])[CH2:6][CH2:5][C:4](=[O:20])[NH:3]1.[ClH:21], predict the reaction product. The product is: [ClH:21].[NH2:18][CH2:17][C:14]1[CH:13]=[CH:12][CH:11]=[C:10]2[C:15]=1[CH2:16][N:8]([CH:7]1[CH2:6][CH2:5][C:4](=[O:20])[NH:3][C:2]1=[O:1])[C:9]2=[O:19]. (6) Given the reactants [CH2:1]([Al](Cl)Cl)[CH3:2].[CH3:6][C:7]1[C:8](=[O:15])[CH:9]([CH3:14])[CH:10]([CH3:13])[CH2:11][CH:12]=1.[CH2:16]=[CH:17]C=C.Cl, predict the reaction product. The product is: [CH3:14][CH:9]1[CH:10]([CH3:13])[CH2:11][CH:12]2[C:1]([CH3:2])([CH2:16][CH:17]=[CH:6][CH2:7]2)[C:8]1=[O:15]. (7) Given the reactants B1(C)OC(C2C=CC=CC=2)(C2C=CC=CC=2)[C@@H]2N1CCC2.Br.Br[CH2:24][C:25]([C:27]1[CH:28]=[N:29][CH:30]=[CH:31][CH:32]=1)=[O:26], predict the reaction product. The product is: [O:26]1[CH2:24][C@H:25]1[C:27]1[CH:28]=[N:29][CH:30]=[CH:31][CH:32]=1. (8) Given the reactants [NH:1]1[C:9]2[C:4](=[CH:5][C:6]([C:10]([OH:12])=O)=[CH:7][CH:8]=2)[CH:3]=[CH:2]1.O[N:14]=[C:15]([NH2:22])[C:16]1[CH:21]=[CH:20][CH:19]=[N:18][CH:17]=1.N, predict the reaction product. The product is: [NH:1]1[C:9]2[C:4](=[CH:5][C:6]([C:10]3[O:12][N:22]=[C:15]([C:16]4[CH:17]=[N:18][CH:19]=[CH:20][CH:21]=4)[N:14]=3)=[CH:7][CH:8]=2)[CH:3]=[CH:2]1. (9) Given the reactants I[C:2]1[CH:7]=[CH:6][CH:5]=[CH:4][C:3]=1[CH2:8][OH:9].[NH:10]1[CH:14]=[CH:13][N:12]=[N:11]1.C([O-])([O-])=O.[Cs+].[Cs+], predict the reaction product. The product is: [N:10]1[N:11]([C:2]2[CH:7]=[CH:6][CH:5]=[CH:4][C:3]=2[CH2:8][OH:9])[N:12]=[CH:13][CH:14]=1.